The task is: Predict which catalyst facilitates the given reaction.. This data is from Catalyst prediction with 721,799 reactions and 888 catalyst types from USPTO. (1) Reactant: Br[CH2:2][C:3]([C:5]1[CH:6]=[C:7]([CH:12]=[CH:13][C:14]=1[CH3:15])[C:8]([O:10][CH3:11])=[O:9])=O.Cl.[CH3:17][O:18][CH2:19][C:20](=[NH:22])[NH2:21].C(=O)([O-])[O-].[K+].[K+]. Product: [CH3:17][O:18][CH2:19][C:20]1[NH:21][C:3]([C:5]2[CH:6]=[C:7]([CH:12]=[CH:13][C:14]=2[CH3:15])[C:8]([O:10][CH3:11])=[O:9])=[CH:2][N:22]=1. The catalyst class is: 10. (2) Reactant: [CH3:1][O:2][CH2:3][O:4][CH:5]([CH2:8][N:9]1[C:18]2[C:13](=[CH:14][CH:15]=[C:16]([O:19][CH3:20])[CH:17]=2)[N:12]=[CH:11][C:10]1=[O:21])[CH:6]=O.[NH2:22][CH:23]1[CH2:27][N:26]([C:28]2[CH:29]=[CH:30][C:31]3[O:36][CH2:35][C:34](=[O:37])[NH:33][C:32]=3[CH:38]=2)[C:25](=[O:39])[CH2:24]1.C(O)(=O)C.S([O-])([O-])(=O)=O.[Na+].[Na+].C(O[BH-](OC(=O)C)OC(=O)C)(=O)C.[Na+]. Product: [CH3:1][O:2][CH2:3][O:4][CH:5]([CH2:8][N:9]1[C:18]2[C:13](=[CH:14][CH:15]=[C:16]([O:19][CH3:20])[CH:17]=2)[N:12]=[CH:11][C:10]1=[O:21])[CH2:6][NH:22][CH:23]1[CH2:27][N:26]([C:28]2[CH:29]=[CH:30][C:31]3[O:36][CH2:35][C:34](=[O:37])[NH:33][C:32]=3[CH:38]=2)[C:25](=[O:39])[CH2:24]1. The catalyst class is: 120. (3) Reactant: [NH:1]([C:3]1[CH:4]=[C:5]2[C:10](=[CH:11][CH:12]=1)[NH:9][C:8](=[O:13])[CH2:7][CH2:6]2)[NH2:2].[CH:14]1([C:19](=O)[CH2:20][C:21]#[N:22])[CH2:18][CH2:17][CH2:16][CH2:15]1. Product: [NH2:22][C:21]1[N:1]([C:3]2[CH:4]=[C:5]3[C:10](=[CH:11][CH:12]=2)[NH:9][C:8](=[O:13])[CH2:7][CH2:6]3)[N:2]=[C:19]([CH:14]2[CH2:18][CH2:17][CH2:16][CH2:15]2)[CH:20]=1. The catalyst class is: 14. (4) Reactant: [CH:1]([N:4]1[CH2:9][CH2:8][N:7]([C:10]2[S:11][C:12]3[CH:18]=[CH:17][C:16]([CH:19]=O)=[CH:15][C:13]=3[N:14]=2)[CH2:6][CH2:5]1)([CH3:3])[CH3:2].Cl.[CH3:22][NH:23][CH3:24].C(O)(=O)C.[BH3-]C#N.[Na+]. The catalyst class is: 36. Product: [CH:1]([N:4]1[CH2:9][CH2:8][N:7]([C:10]2[S:11][C:12]3[CH:18]=[CH:17][C:16]([CH2:19][N:23]([CH3:24])[CH3:22])=[CH:15][C:13]=3[N:14]=2)[CH2:6][CH2:5]1)([CH3:3])[CH3:2]. (5) Reactant: [NH:1]1[CH2:5][CH2:4][CH2:3][CH2:2]1.[Br:6][C:7]1[CH:12]=[CH:11][C:10]([NH:13][C:14](=[O:17])[CH2:15]Cl)=[C:9]([O:18][CH3:19])[CH:8]=1.C(=O)([O-])[O-].[K+].[K+]. Product: [Br:6][C:7]1[CH:12]=[CH:11][C:10]([NH:13][C:14](=[O:17])[CH2:15][N:1]2[CH2:5][CH2:4][CH2:3][CH2:2]2)=[C:9]([O:18][CH3:19])[CH:8]=1. The catalyst class is: 10. (6) Reactant: [OH:1][C:2]1[CH:3]=[C:4]2[C:9](=[CH:10][CH:11]=1)[C:8](=[O:12])[O:7][CH:6]=[CH:5]2.[O:13]1[C@@H:15]([CH2:16][CH3:17])[CH2:14]1.[F-].[Cs+].CN(C=O)C. Product: [OH:13][C@@H:15]([CH2:16][CH3:17])[CH2:14][O:1][C:2]1[CH:3]=[C:4]2[C:9](=[CH:10][CH:11]=1)[C:8](=[O:12])[O:7][CH:6]=[CH:5]2. The catalyst class is: 6. (7) Reactant: CC(C[AlH]CC(C)C)C.[Cl:10][C:11]1[CH:12]=[CH:13][C:14]([O:37][CH2:38][C:39]2[CH:44]=[CH:43][C:42]([F:45])=[CH:41][C:40]=2[F:46])=[C:15]([CH:36]=1)[CH2:16][N:17]1[C:26]2[CH:25]=[CH:24][N:23]=[C:22]([C:27](N(C(C)C)C(C)C)=[O:28])[C:21]=2[CH2:20][CH2:19][CH2:18]1. Product: [Cl:10][C:11]1[CH:12]=[CH:13][C:14]([O:37][CH2:38][C:39]2[CH:44]=[CH:43][C:42]([F:45])=[CH:41][C:40]=2[F:46])=[C:15]([CH:36]=1)[CH2:16][N:17]1[C:26]2[CH:25]=[CH:24][N:23]=[C:22]([CH:27]=[O:28])[C:21]=2[CH2:20][CH2:19][CH2:18]1. The catalyst class is: 1. (8) Reactant: [OH-:1].[K+].[NH2:3]O.Cl.[CH3:6][N:7]1[CH:11]=[CH:10][C:9]([N:12]([CH2:19][C:20]2[CH:28]=[CH:27][C:23]([C:24]([O-])=[O:25])=[CH:22][CH:21]=2)[C:13]2[CH:18]=[CH:17][CH:16]=[CH:15][N:14]=2)=[N:8]1. Product: [NH2:3][OH:1].[OH:1][NH:3][C:24](=[O:25])[C:23]1[CH:27]=[CH:28][C:20]([CH2:19][N:12]([C:9]2[CH:10]=[CH:11][N:7]([CH3:6])[N:8]=2)[C:13]2[CH:18]=[CH:17][CH:16]=[CH:15][N:14]=2)=[CH:21][CH:22]=1. The catalyst class is: 5. (9) Reactant: Cl[C:2]1[CH:7]=[C:6]([F:8])[C:5]([F:9])=[C:4]([N+:10]([O-])=O)[C:3]=1Cl.C(N(CC)CC)C.[H][H].ClC1C(Cl)=CC(F)=C(F)C=1N. Product: [F:9][C:5]1[C:6]([F:8])=[CH:7][CH:2]=[CH:3][C:4]=1[NH2:10]. The catalyst class is: 19.